This data is from Forward reaction prediction with 1.9M reactions from USPTO patents (1976-2016). The task is: Predict the product of the given reaction. (1) The product is: [CH:5]12[CH2:6][CH2:7][CH:1]([CH2:9][CH2:8]1)[CH2:2][N:3]([C:10]([CH2:12][N:13]1[C:19]3[C:20]([CH3:24])=[CH:21][CH:22]=[CH:23][C:18]=3[C:17]([C:25]3[CH:30]=[CH:29][CH:28]=[CH:27][C:26]=3[F:31])=[N:16][CH:15]([NH:32][C:33]([NH:35][C:36]3[CH:41]=[CH:40][CH:39]=[C:38]([C:42](=[N:47][OH:48])[CH3:43])[CH:37]=3)=[O:34])[C:14]1=[O:45])=[O:11])[CH2:4]2. Given the reactants [CH:1]12[CH2:9][CH2:8][CH:5]([CH2:6][CH2:7]1)[CH2:4][N:3]([C:10]([CH2:12][N:13]1[C:19]3[C:20]([CH3:24])=[CH:21][CH:22]=[CH:23][C:18]=3[C:17]([C:25]3[CH:30]=[CH:29][CH:28]=[CH:27][C:26]=3[F:31])=[N:16][CH:15]([NH:32][C:33]([NH:35][C:36]3[CH:41]=[CH:40][CH:39]=[C:38]([C:42](=O)[CH3:43])[CH:37]=3)=[O:34])[C:14]1=[O:45])=[O:11])[CH2:2]2.Cl.[NH2:47][OH:48].C(N(CC)CC)C.Cl, predict the reaction product. (2) Given the reactants [CH3:1][C:2]1[CH:7]=[CH:6][C:5]([NH2:8])=[CH:4][C:3]=1[NH:9][C:10]1[C:15]([C:16]2[CH:21]=[CH:20][N:19]=[CH:18][N:17]=2)=[CH:14][CH:13]=[CH:12][N:11]=1.[C:22]1([N:28]=[C:29]=[O:30])[CH:27]=[CH:26][CH:25]=[CH:24][CH:23]=1, predict the reaction product. The product is: [CH3:1][C:2]1[CH:7]=[CH:6][C:5]([NH:8][C:29]([NH:28][C:22]2[CH:27]=[CH:26][CH:25]=[CH:24][CH:23]=2)=[O:30])=[CH:4][C:3]=1[NH:9][C:10]1[C:15]([C:16]2[CH:21]=[CH:20][N:19]=[CH:18][N:17]=2)=[CH:14][CH:13]=[CH:12][N:11]=1. (3) Given the reactants Cl[C:2]1[C:3](=[O:16])[NH:4][C:5]2[C:10]([N:11]=1)=[CH:9][C:8]([C:12]([O:14][CH3:15])=[O:13])=[CH:7][CH:6]=2.CC[N:19]([CH:23]([CH3:25])[CH3:24])[CH:20]([CH3:22])C.Cl.C[C@@H]1CCCN1, predict the reaction product. The product is: [CH3:25][C@@H:23]1[CH2:24][CH2:22][CH2:20][N:19]1[C:2]1[C:3](=[O:16])[NH:4][C:5]2[C:10]([N:11]=1)=[CH:9][C:8]([C:12]([O:14][CH3:15])=[O:13])=[CH:7][CH:6]=2. (4) Given the reactants [Cl:1][C:2]1[CH:3]=[C:4]([C@@:9]2([CH2:15][CH2:16][OH:17])[O:14][CH2:13][CH2:12][NH:11][CH2:10]2)[CH:5]=[CH:6][C:7]=1[Cl:8].C(N(CC)CC)C.[CH3:25][O:26][C:27]1[CH:28]=[C:29]([CH:33]=[C:34]([O:38][CH3:39])[C:35]=1[O:36][CH3:37])[C:30](Cl)=[O:31].CN(C1C=CC=CN=1)C.[Cl:49][C:50]1[CH:55]=[CH:54][C:53]([S:56](Cl)(=[O:58])=[O:57])=[CH:52][CH:51]=1.CC1CCCCC1, predict the reaction product. The product is: [Cl:49][C:50]1[CH:55]=[CH:54][C:53]([S:56]([O:17][CH2:16][CH2:15][C@:9]2([C:4]3[CH:5]=[CH:6][C:7]([Cl:8])=[C:2]([Cl:1])[CH:3]=3)[O:14][CH2:13][CH2:12][N:11]([C:30](=[O:31])[C:29]3[CH:28]=[C:27]([O:26][CH3:25])[C:35]([O:36][CH3:37])=[C:34]([O:38][CH3:39])[CH:33]=3)[CH2:10]2)(=[O:58])=[O:57])=[CH:52][CH:51]=1.